Dataset: Forward reaction prediction with 1.9M reactions from USPTO patents (1976-2016). Task: Predict the product of the given reaction. Given the reactants [F:1][C:2]([F:15])([F:14])[C:3]1[NH:13][C:6]2=[N:7][CH:8]=[C:9]([CH2:11][NH2:12])[CH:10]=[C:5]2[CH:4]=1.[Cl:16][C:17]1[C:22]([CH3:23])=[C:21]([C:24]([F:27])([F:26])[CH3:25])[N:20]=[CH:19][N:18]=1.CCN(C(C)C)C(C)C.Cl.C(OCC)C, predict the reaction product. The product is: [ClH:16].[F:26][C:24]([C:21]1[N:20]=[CH:19][N:18]=[C:17]([NH:12][CH2:11][C:9]2[CH:10]=[C:5]3[CH:4]=[C:3]([C:2]([F:1])([F:14])[F:15])[NH:13][C:6]3=[N:7][CH:8]=2)[C:22]=1[CH3:23])([F:27])[CH3:25].